This data is from Catalyst prediction with 721,799 reactions and 888 catalyst types from USPTO. The task is: Predict which catalyst facilitates the given reaction. Reactant: [Br:1][C:2]1[CH:8]=[CH:7][C:5]([NH2:6])=[CH:4][C:3]=1[F:9].C([O-])([O-])=O.[K+].[K+].[CH2:16](Br)[C:17]1[CH:22]=[CH:21][CH:20]=[CH:19][CH:18]=1. Product: [CH2:16]([N:6]([CH2:16][C:17]1[CH:22]=[CH:21][CH:20]=[CH:19][CH:18]=1)[C:5]1[CH:7]=[CH:8][C:2]([Br:1])=[C:3]([F:9])[CH:4]=1)[C:17]1[CH:22]=[CH:21][CH:20]=[CH:19][CH:18]=1. The catalyst class is: 23.